From a dataset of Experimentally validated miRNA-target interactions with 360,000+ pairs, plus equal number of negative samples. Binary Classification. Given a miRNA mature sequence and a target amino acid sequence, predict their likelihood of interaction. (1) The miRNA is mmu-miR-491-5p with sequence AGUGGGGAACCCUUCCAUGAGG. The protein sequence of the target gene is MSVTSWFLVSSSGTRHRLPRELIFVGRDECELMLQSRSVDKQHAVINYDQDRDEHWVKDLGSLNGTFVNDVRIPDQKYITLKLNDVIRFGYDSNMYVLERVQHRVPEEALKHEKYTSQLQVSVKVSAPKRGDALPDHTPYCESSQPRPEKGDRRHGAEAVAYRTPLYGQPSWWGEDDSGAPSEDRHQEEPYSERPKDLAQQNGELDSCRAPAEPPDYSFRREPSYFEIPTKETPQPPRLPEVPTQEVPTKDQEAGVGGTAPVVQSHASFTIEFDDCSPGKVKIKDHITKFSLRQRRAPSK.... Result: 0 (no interaction). (2) The miRNA is hsa-miR-1296-3p with sequence GAGUGGGGCUUCGACCCUAACC. The protein sequence of the target gene is MGSKGAYRYHWQSHNVKHSGVDDMVLLSKITESSIVENLKKRYMDDYIFTYIGSVLISVNPFKQMPYFGEKEVEMYQGAAQYENPPHIYALADSMYRNMIIDRENQCVIISGESGAGKTVAAKYIMSYVSRVSGGGPKVQHVKDIILQSNPLLEAFGNAKTVRNNNSSRFGKYFEIQFSPGGEPDGGKISNFLLEKSRVVMRNPGERSFHIFYQLIEGASPEQKQSLGITSMDYYYYLSLSGSYKVDDIDDKRDFQETLHAMNVIGIFSEEQTLVLQIVAGILHLGNISFKEVGNYAAVE.... Result: 0 (no interaction). (3) The miRNA is hsa-miR-124-5p with sequence CGUGUUCACAGCGGACCUUGAU. The protein sequence of the target gene is MVQKSRNGGVYPGTSGEKKLKVGFVGLDPGAPDSTRDGALLIAGSEAPKRGSVLSKPRTGGAGAGKPPKRNAFYRKLQNFLYNVLERPRGWAFIYHAYVFLLVFSCLVLSVFSTIKEYEKSSEGALYILEIVTIVVFGVEYFVRIWAAGCCCRYRGWRGRLKFARKPFCVIDIMVLIASIAVLAAGSQGNVFATSALRSLRFLQILRMIRMDRRGGTWKLLGSVVYAHSKELVTAWYIGFLCLILASFLVYLAEKGENDHFDTYADALWWGLITLTTIGYGDKYPQTWNGRLLAATFTLI.... Result: 0 (no interaction). (4) The miRNA is hsa-miR-5008-3p with sequence CCUGUGCUCCCAGGGCCUCGC. The protein sequence of the target gene is MPIVMARDLEETASSSEDEEVISQEDHPCIMWTGGCRRIPVLVFHADAILTKDNNIRVIGERYHLSYKIVRTDSRLVRSILTAHGFHEVHPSSTDYNLMWTGSHLKPFLLRTLSEAQKVNHFPRSYELTRKDRLYKNIIRMQHTHGFKAFHILPQTFLLPAEYAEFCNSYSKDRGPWIVKPVASSRGRGVYLINNPNQISLEENILVSRYINNPLLIDDFKFDVRLYVLVTSYDPLVIYLYEEGLARFATVRYDQGAKNIRNQFMHLTNYSVNKKSGDYVSCDDPEVEDYGNKWSMSAML.... Result: 1 (interaction). (5) The miRNA is hsa-miR-448 with sequence UUGCAUAUGUAGGAUGUCCCAU. The protein sequence of the target gene is MVRKLKFHEQKLLKQVDFLNWEVTDHNLHELRVLRRYRLQRREEYTRYNQLSRAVRELARRLRDLPERDPFRVRASAALLDKLYAMGLVPTRGSLELCDSVSASSFCRRRLPTLLLKLRMAQHLQAAVAFVEQGHVRVGPDVVTDPAFLVTRSMEDFVTWVDSSKIKRHVLEYNEERDDFDLDA. Result: 0 (no interaction). (6) The miRNA is mmu-miR-409-5p with sequence AGGUUACCCGAGCAACUUUGCAU. The protein sequence of the target gene is MGHSPPVLPLCASVSLLGGLTFGYELAVISGALLPLQLDFGLSCLEQEFLVGSLLLGALLASLVGGFLIDCYGRKQAILGSNLVLLAGSLTLGLAGSLAWLVLGRAVVGFAISLSSMACCIYVSELVGPRQRGVLVSLYEAGITVGILLSYALNYALAGTPWGWRHMFGWATAPAVLQSLSLLFLPAGTDETATHKDLIPLQGGEAPKLGPGRPRYSFLDLFRARDNMRGRTTVGLGLVLFQQLTGQPNVLCYASTIFSSVGFHGGSSAVLASVGLGAVKVAATLTAMGLVDRAGRRALL.... Result: 0 (no interaction). (7) The miRNA is hsa-miR-6514-3p with sequence CUGCCUGUUCUUCCACUCCAG. The protein sequence of the target gene is MGSGRVPGLCLLVLLVHARAAQYSKAAQDVDECVEGTDNCHIDAICQNTPRSYKCICKSGYTGDGKHCKDVDECEREDNAGCVHDCVNIPGNYRCTCYDGFHLAHDGHNCLDVDECAEGNGGCQQSCVNMMGSYECHCREGFFLSDNQHTCIQRPEEGMNCMNKNHGCAHICRETPKGGIACECRPGFELTKNQRDCKLTCNYGNGGCQHTCDDTEQGPRCGCHIKFVLHTDGKTCIETCAVNNGGCDSKCHDAATGVHCTCPVGFMLQPDRKTCKDIDECRLNNGGCDHICRNTVGSFE.... Result: 1 (interaction). (8) Result: 0 (no interaction). The protein sequence of the target gene is MAEDKHNKNPLKMLESLGKELISGLLDDFVEKNVLKLEEEEKKKIYDAKLQDKARVLVDSIRQKNQEAGQVFVQTFLNIDKNSTSIKAPEETVAGPDESVGSAATLKLCPHEEFLKLCKERAGEIYPIKERKDRTRLALIICNTEFDHMPPRNGAALDILGMKQLLEGLGYTVEVEEKLTARDMESVLWKFAAREEHKSSDSTFLVFMSHGILDGICGTMHSEEEPDVLPYDTIFRTFNNRNCLSLKDKPKVIIVQACRGANRGELWVSDSPPALADSFSQSSENLEEDAVYKTHVEKDF.... The miRNA is mmu-miR-20b-5p with sequence CAAAGUGCUCAUAGUGCAGGUAG. (9) The miRNA is mmu-miR-3079-3p with sequence CAGGCUCAUCAGAUGAAAGUC. The protein sequence of the target gene is MTLNNCASMKLEVHFQCKQDDDSEEEEQCTISSHWAFEQESKCGSLMGSSALLAPPSPSLLGTSSCESVLTELSAASLPAISASLSPESADQPLLGLVPSPSNQPFLSPPQGQEGSQDKVKKHYSRSFLKHLESLRRKEKGDSRQTEPEQCLATSEKATKASSFRTCRGFLSAGFHRAKNRVTTSARVRDGETQKAWEAWPVATFRHPQPIRRRDYLVHVPGDHKPGTFPRSLSIESLCPDEGRHLADWQSSRCWGYEGRRGSCGSTGSHASTYDNLPELYPAEPIQAEAEAEAEEGEGS.... Result: 0 (no interaction).